This data is from HIV replication inhibition screening data with 41,000+ compounds from the AIDS Antiviral Screen. The task is: Binary Classification. Given a drug SMILES string, predict its activity (active/inactive) in a high-throughput screening assay against a specified biological target. (1) The drug is Nc1nc(-c2ccco2)cc(-c2ccc(CO)o2)n1. The result is 0 (inactive). (2) The compound is N=C1NNC2(C(=O)N1)c1ccccc1-c1ccccc12. The result is 0 (inactive). (3) The drug is CN1CCOC(C(NC(=O)c2ccccc2)c2ccccc2)C1=O. The result is 0 (inactive). (4) The drug is CC1C(=O)N(c2ccccc2)NC12CCCc1ccccc12. The result is 0 (inactive). (5) The compound is O=C1NC(=O)C(Cc2ccccc2)(Cc2ccccc2)S1. The result is 0 (inactive). (6) The compound is COc1ccc(-c2nc(-c3cnccn3)n(COCCO)n2)cc1. The result is 0 (inactive). (7) The molecule is O=C1OC(=O)c2cnccc21. The result is 0 (inactive). (8) The molecule is OCC1OC2NC(=S)OC2C(O)C1O. The result is 0 (inactive). (9) The compound is O=C(O)CCCc1ccc(N(CCCl)CCCl)cc1. The result is 0 (inactive).